From a dataset of Forward reaction prediction with 1.9M reactions from USPTO patents (1976-2016). Predict the product of the given reaction. (1) Given the reactants [C:9](O[C:9]([O:11][C:12]([CH3:15])([CH3:14])[CH3:13])=[O:10])([O:11][C:12]([CH3:15])([CH3:14])[CH3:13])=[O:10].[I:16][C:17]1[CH:18]=[C:19]([S:24]([NH2:27])(=[O:26])=[O:25])[CH:20]=[C:21]([I:23])[CH:22]=1.C(N(CC)CC)C, predict the reaction product. The product is: [I:23][C:21]1[CH:20]=[C:19]([S:24]([NH:27][C:9](=[O:10])[O:11][C:12]([CH3:13])([CH3:14])[CH3:15])(=[O:25])=[O:26])[CH:18]=[C:17]([I:16])[CH:22]=1. (2) Given the reactants C([O:3][C:4](=[O:38])[CH:5]([C:10]1[CH:11]=[C:12]([C:28]2[CH:33]=[CH:32][C:31]([C:34]([F:37])([F:36])[F:35])=[CH:30][CH:29]=2)[CH:13]=[C:14]([CH:16]2[CH2:21][CH2:20][N:19]([CH:22]3[CH2:27][CH2:26][CH2:25][CH2:24][CH2:23]3)[CH2:18][CH2:17]2)[CH:15]=1)[CH2:6][CH:7]([CH3:9])[CH3:8])C.[OH-].[Na+], predict the reaction product. The product is: [CH:22]1([N:19]2[CH2:20][CH2:21][CH:16]([C:14]3[CH:15]=[C:10]([CH:5]([CH2:6][CH:7]([CH3:9])[CH3:8])[C:4]([OH:38])=[O:3])[CH:11]=[C:12]([C:28]4[CH:29]=[CH:30][C:31]([C:34]([F:36])([F:37])[F:35])=[CH:32][CH:33]=4)[CH:13]=3)[CH2:17][CH2:18]2)[CH2:23][CH2:24][CH2:25][CH2:26][CH2:27]1.